Predict which catalyst facilitates the given reaction. From a dataset of Catalyst prediction with 721,799 reactions and 888 catalyst types from USPTO. (1) Reactant: C(OC(=O)[NH:7][CH2:8][C:9]1[CH:14]=[CH:13][C:12]([C:15]2[N:19]=[C:18]([C:20]3[CH:25]=[CH:24][C:23]([C:26]4[CH:31]=[CH:30][CH:29]=[CH:28][CH:27]=4)=[C:22]([CH3:32])[CH:21]=3)[O:17][N:16]=2)=[CH:11][CH:10]=1)(C)(C)C.C(O)(C(F)(F)F)=O.O.Cl. Product: [CH3:32][C:22]1[CH:21]=[C:20]([C:18]2[O:17][N:16]=[C:15]([C:12]3[CH:13]=[CH:14][C:9]([CH2:8][NH2:7])=[CH:10][CH:11]=3)[N:19]=2)[CH:25]=[CH:24][C:23]=1[C:26]1[CH:31]=[CH:30][CH:29]=[CH:28][CH:27]=1. The catalyst class is: 27. (2) Reactant: [CH2:1]([Li])CCC.[Cl:6][C:7]1[CH:12]=[CH:11][N:10]=[C:9]2[CH:13]=[C:14]([C:16]3[N:17]=[CH:18][N:19]([CH2:21][CH3:22])[CH:20]=3)[S:15][C:8]=12.CI. Product: [Cl:6][C:7]1[CH:12]=[CH:11][N:10]=[C:9]2[CH:13]=[C:14]([C:16]3[N:17]=[C:18]([CH3:1])[N:19]([CH2:21][CH3:22])[CH:20]=3)[S:15][C:8]=12.[Cl:6][C:7]1[CH:12]=[CH:11][N:10]=[C:9]2[CH:13]=[C:14]([C:16]3[N:17]=[CH:18][N:19]([CH2:21][CH3:22])[CH:20]=3)[S:15][C:8]=12. The catalyst class is: 7.